Task: Predict the reactants needed to synthesize the given product.. Dataset: Full USPTO retrosynthesis dataset with 1.9M reactions from patents (1976-2016) (1) Given the product [C:6]([C:5]1[CH:8]=[CH:9][C:2]([N:23]2[CH2:24][CH2:25][CH2:26][CH:21]([NH:20][C:13](=[O:14])[O:15][C:16]([CH3:18])([CH3:17])[CH3:19])[CH2:22]2)=[C:3]([N+:10]([O-:12])=[O:11])[CH:4]=1)#[N:7], predict the reactants needed to synthesize it. The reactants are: Cl[C:2]1[CH:9]=[CH:8][C:5]([C:6]#[N:7])=[CH:4][C:3]=1[N+:10]([O-:12])=[O:11].[C:13]([NH:20][CH:21]1[CH2:26][CH2:25][CH2:24][NH:23][CH2:22]1)([O:15][C:16]([CH3:19])([CH3:18])[CH3:17])=[O:14].CCN(C(C)C)C(C)C. (2) The reactants are: [C:1]1([CH3:7])[CH:6]=[CH:5][CH:4]=[CH:3][CH:2]=1.[CH3:8][S:9](Cl)(=[O:11])=[O:10].[OH2:13]. Given the product [CH3:8][S:9]([O:11][CH2:7][CH:1]1[CH:6]=[CH:5][CH2:4][CH2:3][CH2:2]1)(=[O:13])=[O:10], predict the reactants needed to synthesize it. (3) The reactants are: C([OH:3])C.[OH-].[Na+].OO.[CH3:8][C:9]1[C:17]2[C:12](=[CH:13][CH:14]=[CH:15][C:16]=2[C:18]2[CH:19]=[N:20][C:21]3[C:26]([CH:27]=2)=[CH:25][CH:24]=[CH:23][CH:22]=3)[N:11]([C:28]2[CH:35]=[CH:34][C:31]([C:32]#[N:33])=[C:30]([NH:36][CH:37]3[CH2:42][CH2:41][O:40][CH2:39][CH2:38]3)[CH:29]=2)[N:10]=1. Given the product [CH3:8][C:9]1[C:17]2[C:12](=[CH:13][CH:14]=[CH:15][C:16]=2[C:18]2[CH:19]=[N:20][C:21]3[C:26]([CH:27]=2)=[CH:25][CH:24]=[CH:23][CH:22]=3)[N:11]([C:28]2[CH:35]=[CH:34][C:31]([C:32]([NH2:33])=[O:3])=[C:30]([NH:36][CH:37]3[CH2:42][CH2:41][O:40][CH2:39][CH2:38]3)[CH:29]=2)[N:10]=1, predict the reactants needed to synthesize it.